This data is from Full USPTO retrosynthesis dataset with 1.9M reactions from patents (1976-2016). The task is: Predict the reactants needed to synthesize the given product. Given the product [N:21]1([CH2:26][CH2:27][NH:28][C:29]([C:31]2[C:35]([CH3:36])=[C:34](/[CH:37]=[C:13]3\[C:14](=[O:20])[NH:15][C:16]4[C:12]\3=[C:11]([C:7]3[CH:8]=[CH:9][CH:10]=[C:5]([O:4][CH2:3][CH2:2][OH:1])[CH:6]=3)[CH:19]=[CH:18][CH:17]=4)[NH:33][C:32]=2[CH3:39])=[O:30])[CH2:25][CH2:24][CH2:23][CH2:22]1, predict the reactants needed to synthesize it. The reactants are: [OH:1][CH2:2][CH2:3][O:4][C:5]1[CH:6]=[C:7]([C:11]2[CH:19]=[CH:18][CH:17]=[C:16]3[C:12]=2[CH2:13][C:14](=[O:20])[NH:15]3)[CH:8]=[CH:9][CH:10]=1.[N:21]1([CH2:26][CH2:27][NH:28][C:29]([C:31]2[C:35]([CH3:36])=[C:34]([CH:37]=O)[NH:33][C:32]=2[CH3:39])=[O:30])[CH2:25][CH2:24][CH2:23][CH2:22]1.